From a dataset of Catalyst prediction with 721,799 reactions and 888 catalyst types from USPTO. Predict which catalyst facilitates the given reaction. Reactant: [NH2:1][C:2]1[N:7]=[CH:6][C:5]([C:8]2[CH:9]=[C:10]([NH2:19])[C:11]([NH:14][C:15]([CH3:18])([CH3:17])[CH3:16])=[CH:12][CH:13]=2)=[CH:4][N:3]=1.[Cl:20][C:21]1[CH:22]=[N:23][N:24]([C:26]2[CH:33]=[CH:32][C:31]([O:34][CH3:35])=[CH:30][C:27]=2[CH:28]=O)[CH:25]=1.C([O-])(O)=O.[Na+]. Product: [C:15]([N:14]1[C:11]2[CH:12]=[CH:13][C:8]([C:5]3[CH:4]=[N:3][C:2]([NH2:1])=[N:7][CH:6]=3)=[CH:9][C:10]=2[N:19]=[C:28]1[C:27]1[CH:30]=[C:31]([O:34][CH3:35])[CH:32]=[CH:33][C:26]=1[N:24]1[CH:25]=[C:21]([Cl:20])[CH:22]=[N:23]1)([CH3:16])([CH3:18])[CH3:17]. The catalyst class is: 15.